From a dataset of Forward reaction prediction with 1.9M reactions from USPTO patents (1976-2016). Predict the product of the given reaction. (1) Given the reactants [F:1][C:2]1[CH:3]=[C:4]2[C:8](=[CH:9][CH:10]=1)[NH:7][C:6](=[O:11])[C:5]2=[N:12][N:13]=[CH:14][C:15]1[NH:19][C:18]([CH3:20])=[C:17]([C:21]([NH:23][CH2:24][CH2:25][CH2:26][CH2:27][CH2:28][CH2:29][CH2:30][C:31](O)=[O:32])=[O:22])[C:16]=1[CH3:34].C(N(CC)CC)C.ClC(OCC)=O.[NH2:48][OH:49], predict the reaction product. The product is: [F:1][C:2]1[CH:3]=[C:4]2[C:8](=[CH:9][CH:10]=1)[NH:7][C:6](=[O:11])[C:5]2=[N:12][N:13]=[CH:14][C:15]1[NH:19][C:18]([CH3:20])=[C:17]([C:21]([NH:23][CH2:24][CH2:25][CH2:26][CH2:27][CH2:28][CH2:29][CH2:30][C:31]([NH:48][OH:49])=[O:32])=[O:22])[C:16]=1[CH3:34]. (2) Given the reactants [Br:1][C:2]1[C:3]([N:19]2[CH2:24][CH2:23][N:22]([CH2:25][C:26](=[O:33])[NH:27][C:28]3[S:29][CH:30]=[CH:31][N:32]=3)[CH2:21][CH2:20]2)=[C:4]2[N:10]=[C:9]([CH:11]3[CH2:13][CH:12]3[C:14]([O:16]CC)=O)[NH:8][C:5]2=[N:6][CH:7]=1.[OH-].[NH4+:35], predict the reaction product. The product is: [Br:1][C:2]1[C:3]([N:19]2[CH2:20][CH2:21][N:22]([CH2:25][C:26](=[O:33])[NH:27][C:28]3[S:29][CH:30]=[CH:31][N:32]=3)[CH2:23][CH2:24]2)=[C:4]2[N:10]=[C:9]([CH:11]3[CH2:13][CH:12]3[C:14]([NH2:35])=[O:16])[NH:8][C:5]2=[N:6][CH:7]=1. (3) Given the reactants [BH4-].[Na+].[O:3]=[C:4]([C:28]1[CH:33]=[CH:32][CH:31]=[CH:30][CH:29]=1)[CH2:5][CH2:6][N:7]1[CH2:12][CH2:11][CH:10]([CH2:13][CH2:14][S:15]([C:18]2[CH:23]=[CH:22][C:21]([S:24]([CH3:27])(=[O:26])=[O:25])=[CH:20][CH:19]=2)(=[O:17])=[O:16])[CH2:9][CH2:8]1, predict the reaction product. The product is: [OH:3][CH:4]([C:28]1[CH:33]=[CH:32][CH:31]=[CH:30][CH:29]=1)[CH2:5][CH2:6][N:7]1[CH2:8][CH2:9][CH:10]([CH2:13][CH2:14][S:15]([C:18]2[CH:19]=[CH:20][C:21]([S:24]([CH3:27])(=[O:26])=[O:25])=[CH:22][CH:23]=2)(=[O:16])=[O:17])[CH2:11][CH2:12]1. (4) Given the reactants [CH2:1]([O:3][C:4]1[CH:5]=[C:6]([CH:9]=[C:10]([O:13][CH3:14])[C:11]=1[OH:12])[CH:7]=[O:8])[CH3:2].P([O-])(O)(O)=[O:16].[Na+].S(N)(=O)(=O)O.Cl([O-])=O.[Na+].Cl, predict the reaction product. The product is: [CH2:1]([O:3][C:4]1[CH:5]=[C:6]([CH:9]=[C:10]([O:13][CH3:14])[C:11]=1[OH:12])[C:7]([OH:16])=[O:8])[CH3:2].